This data is from Catalyst prediction with 721,799 reactions and 888 catalyst types from USPTO. The task is: Predict which catalyst facilitates the given reaction. (1) Reactant: C[Si]([N-][Si](C)(C)C)(C)C.[Li+].[CH2:11]([O:13][CH2:14][C@H:15]([OH:26])[C:16]([NH:18][C:19]1[CH:24]=[CH:23][C:22]([CH3:25])=[CH:21][N:20]=1)=[O:17])[CH3:12].Cl[C:28]1[N:33]=[CH:32][N:31]=[C:30]2[N:34]([C:37]3[C:42]([Cl:43])=[CH:41][CH:40]=[CH:39][N:38]=3)[N:35]=[CH:36][C:29]=12. Product: [Cl:43][C:42]1[C:37]([N:34]2[C:30]3[N:31]=[CH:32][N:33]=[C:28]([O:26][C@@H:15]([CH2:14][O:13][CH2:11][CH3:12])[C:16]([NH:18][C:19]4[CH:24]=[CH:23][C:22]([CH3:25])=[CH:21][N:20]=4)=[O:17])[C:29]=3[CH:36]=[N:35]2)=[N:38][CH:39]=[CH:40][CH:41]=1. The catalyst class is: 49. (2) Reactant: [CH2:1]1[C:9]2[C:4](=[CH:5][CH:6]=[CH:7][CH:8]=2)[CH2:3][NH:2]1.Cl[CH2:11][C:12]([NH:14][CH2:15][CH2:16][CH:17]([C:24]1[CH:29]=[CH:28][CH:27]=[CH:26][CH:25]=1)[C:18]1[CH:23]=[CH:22][CH:21]=[CH:20][CH:19]=1)=[O:13].[I-].CCN(CC)CC. Product: [CH2:1]1[C:9]2[C:4](=[CH:5][CH:6]=[CH:7][CH:8]=2)[CH2:3][N:2]1[CH2:11][C:12]([NH:14][CH2:15][CH2:16][CH:17]([C:24]1[CH:29]=[CH:28][CH:27]=[CH:26][CH:25]=1)[C:18]1[CH:19]=[CH:20][CH:21]=[CH:22][CH:23]=1)=[O:13]. The catalyst class is: 23. (3) Reactant: [Si:1]([O:8][CH:9]1[CH2:29][CH2:28][CH2:27][C:10]21[O:14][C:13](=[O:15])[N:12]([C:16]1[CH:23]=[CH:22][C:19]([C:20]#[N:21])=[C:18]([Cl:24])[C:17]=1[CH3:25])[CH:11]2[OH:26])([C:4]([CH3:7])([CH3:6])[CH3:5])([CH3:3])[CH3:2].[CH3:30]I.[H-].[Na+]. Product: [Si:1]([O:8][CH:9]1[CH2:29][CH2:28][CH2:27][C:10]21[O:14][C:13](=[O:15])[N:12]([C:16]1[CH:23]=[CH:22][C:19]([C:20]#[N:21])=[C:18]([Cl:24])[C:17]=1[CH3:25])[CH:11]2[O:26][CH3:30])([C:4]([CH3:7])([CH3:5])[CH3:6])([CH3:3])[CH3:2]. The catalyst class is: 355. (4) Reactant: [CH:1]1([N:4]2[C:13]3[C@@:8]([CH3:23])([C@H:9]4[CH2:20][CH2:19][C@@:18]5([CH3:21])[C@@H:14]([CH2:15][CH2:16][C:17]5=[O:22])[C@@H:10]4[CH2:11][CH:12]=3)[CH2:7][CH2:6][C:5]2=[O:24])[CH2:3][CH2:2]1.[F:25][C:26]([F:39])([F:38])[S:27](O[S:27]([C:26]([F:39])([F:38])[F:25])(=[O:29])=[O:28])(=[O:29])=[O:28].C(N(CC)CC)C. Product: [F:25][C:26]([F:39])([F:38])[S:27]([O:22][C:17]1[C@@:18]2([CH3:21])[CH2:19][CH2:20][C@H:9]3[C@H:10]([C@@H:14]2[CH2:15][CH:16]=1)[CH2:11][CH:12]=[C:13]1[C@:8]3([CH3:23])[CH2:7][CH2:6][C:5](=[O:24])[N:4]1[CH:1]1[CH2:2][CH2:3]1)(=[O:29])=[O:28]. The catalyst class is: 2. (5) Reactant: [NH2:1][C:2]([C:4]1[C:13]([NH:14][CH:15]([CH2:18][CH3:19])[CH2:16][CH3:17])=[CH:12][C:7]([C:8]([O:10]C)=[O:9])=[C:6]([C:20]([F:23])([F:22])[F:21])[CH:5]=1)=[O:3].[OH-].[Na+]. Product: [NH2:1][C:2]([C:4]1[C:13]([NH:14][CH:15]([CH2:16][CH3:17])[CH2:18][CH3:19])=[CH:12][C:7]([C:8]([OH:10])=[O:9])=[C:6]([C:20]([F:21])([F:22])[F:23])[CH:5]=1)=[O:3]. The catalyst class is: 5. (6) Reactant: [Si:1]([O:8][CH2:9][C@@H:10]1[C:18]2[C:13](=[CH:14][CH:15]=[CH:16][CH:17]=2)[CH2:12][C@@H:11]1[OH:19])([C:4]([CH3:7])([CH3:6])[CH3:5])([CH3:3])[CH3:2].C(N(CC)CC)C.[CH3:27][S:28](Cl)(=[O:30])=[O:29]. Product: [CH3:27][S:28]([O:19][C@H:11]1[CH2:12][C:13]2[C:18](=[CH:17][CH:16]=[CH:15][CH:14]=2)[C@H:10]1[CH2:9][O:8][Si:1]([C:4]([CH3:7])([CH3:6])[CH3:5])([CH3:3])[CH3:2])(=[O:30])=[O:29]. The catalyst class is: 2.